Regression. Given a peptide amino acid sequence and an MHC pseudo amino acid sequence, predict their binding affinity value. This is MHC class I binding data. From a dataset of Peptide-MHC class I binding affinity with 185,985 pairs from IEDB/IMGT. (1) The peptide sequence is GLPMNTGWV. The MHC is HLA-B58:01 with pseudo-sequence HLA-B58:01. The binding affinity (normalized) is 0.0847. (2) The peptide sequence is YADHGANQL. The MHC is HLA-A02:03 with pseudo-sequence HLA-A02:03. The binding affinity (normalized) is 0.0847. (3) The peptide sequence is GSYFSGFYK. The MHC is HLA-A11:01 with pseudo-sequence HLA-A11:01. The binding affinity (normalized) is 1.00.